The task is: Predict the reactants needed to synthesize the given product.. This data is from Full USPTO retrosynthesis dataset with 1.9M reactions from patents (1976-2016). (1) The reactants are: Cl[C:2]1[N:10]=[C:9]2[C:5]([N:6]=[CH:7][N:8]2[CH:11]([CH3:13])[CH3:12])=[C:4]([NH:14][C:15]2[CH:20]=[CH:19][CH:18]=[C:17]([N+:21]([O-:23])=[O:22])[CH:16]=2)[N:3]=1.[NH2:24][C@H:25]([CH2:29][OH:30])[CH:26]([CH3:28])[CH3:27].C1CCN2C(=NCCC2)CC1. Given the product [CH:11]([N:8]1[CH:7]=[N:6][C:5]2[C:9]1=[N:10][C:2]([NH:24][CH:25]([CH:26]([CH3:28])[CH3:27])[CH2:29][OH:30])=[N:3][C:4]=2[NH:14][C:15]1[CH:20]=[CH:19][CH:18]=[C:17]([N+:21]([O-:23])=[O:22])[CH:16]=1)([CH3:13])[CH3:12], predict the reactants needed to synthesize it. (2) Given the product [Si:24]([O:23][CH2:22][C:19]1([CH3:21])[S:18][CH2:17][CH2:16][N:15]2[C:11]([C:8]3([C:5]4[CH:6]=[CH:7][C:2]([C:36]5[CH:35]=[N:34][N:33]([CH3:32])[CH:37]=5)=[C:3]([F:31])[CH:4]=4)[CH2:10][CH2:9]3)=[N:12][N:13]=[C:14]2[CH2:20]1)([C:27]([CH3:30])([CH3:29])[CH3:28])([CH3:26])[CH3:25], predict the reactants needed to synthesize it. The reactants are: Br[C:2]1[CH:7]=[CH:6][C:5]([C:8]2([C:11]3[N:15]4[CH2:16][CH2:17][S:18][C:19]([CH2:22][O:23][Si:24]([C:27]([CH3:30])([CH3:29])[CH3:28])([CH3:26])[CH3:25])([CH3:21])[CH2:20][C:14]4=[N:13][N:12]=3)[CH2:10][CH2:9]2)=[CH:4][C:3]=1[F:31].[CH3:32][N:33]1[CH:37]=[C:36](B2OC(C)(C)C(C)(C)O2)[CH:35]=[N:34]1.C(=O)([O-])[O-].[K+].[K+]. (3) Given the product [C:1]([C:5]1[NH:6][C:7]2[C:12]([CH:13]=1)=[CH:11][C:10]([NH2:14])=[CH:9][C:8]=2[F:17])([CH3:4])([CH3:2])[CH3:3], predict the reactants needed to synthesize it. The reactants are: [C:1]([C:5]1[NH:6][C:7]2[C:12]([CH:13]=1)=[CH:11][C:10]([N+:14]([O-])=O)=[CH:9][C:8]=2[F:17])([CH3:4])([CH3:3])[CH3:2]. (4) Given the product [F:22][C:6]1[CH:5]=[C:4]2[C:9](=[C:8]([CH2:10][CH2:11][C:12]3[CH:21]=[CH:20][C:15]([C:16]([O:18][CH3:19])=[O:17])=[CH:14][CH:13]=3)[CH:7]=1)[NH:1][CH2:2][CH2:3]2, predict the reactants needed to synthesize it. The reactants are: [NH:1]1[C:9]2[C:4](=[CH:5][CH:6]=[CH:7][C:8]=2[CH2:10][CH2:11][C:12]2[CH:21]=[CH:20][C:15]([C:16]([O:18][CH3:19])=[O:17])=[CH:14][CH:13]=2)[CH2:3][CH2:2]1.[F:22]C1C=C2C(=C(I)C=1)NCC2.C(C1C=CC(C(OC)=O)=CC=1)=C. (5) Given the product [CH2:1]([N:8]([C@H:9]([CH3:12])[CH2:10][OH:11])[C:15](=[O:16])[CH2:14][Cl:13])[C:2]1[CH:7]=[CH:6][CH:5]=[CH:4][CH:3]=1, predict the reactants needed to synthesize it. The reactants are: [CH2:1]([NH:8][C@H:9]([CH3:12])[CH2:10][OH:11])[C:2]1[CH:7]=[CH:6][CH:5]=[CH:4][CH:3]=1.[Cl:13][CH2:14][C:15](Cl)=[O:16].O. (6) Given the product [CH3:1][O:2][C:3]1[CH:8]=[CH:7][C:6]([C:9]2[N:10]=[CH:11][N:12]([CH3:27])[C:13]=2[C:14]2[S:26][C:17]3[N:18]=[CH:19][N:20]=[C:21]([NH2:35])[C:16]=3[CH:15]=2)=[CH:5][CH:4]=1, predict the reactants needed to synthesize it. The reactants are: [CH3:1][O:2][C:3]1[CH:8]=[CH:7][C:6]([C:9]2[N:10]=[CH:11][N:12]([CH3:27])[C:13]=2[C:14]2[S:26][C:17]3[N:18]=[CH:19][N:20]=[C:21](S(C)(=O)=O)[C:16]=3[CH:15]=2)=[CH:5][CH:4]=1.CC1([N:35]2C(C3SC4N=CN=C(S(C)(=O)=O)C=4C=3)=CN=C2)C=CC=CC1.C(Cl)Cl.N. (7) Given the product [NH2:1][C:2]1[N:6]([CH2:18][CH2:17][C:16]([O:20][CH2:21][CH3:22])=[O:19])[N:5]=[C:4]([C:7]2[CH:8]=[N:9][CH:10]=[CH:11][CH:12]=2)[C:3]=1[C:13]#[N:14], predict the reactants needed to synthesize it. The reactants are: [NH2:1][C:2]1[NH:6][N:5]=[C:4]([C:7]2[CH:8]=[N:9][CH:10]=[CH:11][CH:12]=2)[C:3]=1[C:13]#[N:14].O.[C:16]([O:20][CH2:21][CH3:22])(=[O:19])[CH:17]=[CH2:18].